Dataset: Forward reaction prediction with 1.9M reactions from USPTO patents (1976-2016). Task: Predict the product of the given reaction. (1) Given the reactants Cl.FC1C([C:27]([F:30])([F:29])[F:28])=C(C2CCN(C(C3C4CCNCC=4NN=3)=O)CC2)C=C(F)C=1.BrCCC(F)(F)F.[F:38][C:39]1[C:40]([C:67]([F:70])([F:69])[F:68])=[C:41]([CH:46]2[CH2:51][CH2:50][N:49]([C:52]([C:54]3[C:58]4[CH2:59][N:60]([CH2:63][CH2:64]OC)[CH2:61][CH2:62][C:57]=4[NH:56][N:55]=3)=[O:53])[CH2:48][CH2:47]2)[CH:42]=[C:43]([F:45])[CH:44]=1, predict the reaction product. The product is: [F:38][C:39]1[C:40]([C:67]([F:70])([F:69])[F:68])=[C:41]([CH:46]2[CH2:51][CH2:50][N:49]([C:52]([C:54]3[C:58]4[CH2:59][N:60]([CH2:63][CH2:64][C:27]([F:30])([F:29])[F:28])[CH2:61][CH2:62][C:57]=4[NH:56][N:55]=3)=[O:53])[CH2:48][CH2:47]2)[CH:42]=[C:43]([F:45])[CH:44]=1. (2) Given the reactants FC(F)(F)C(O)=O.[C:8]([S:16][C@@H:17]1[CH2:21][CH2:20][N:19]([CH2:22][C:23]([C:25]2[CH:30]=[CH:29][CH:28]=[CH:27][CH:26]=2)=O)[CH2:18]1)(=[O:15])[C:9]1[CH:14]=[CH:13][CH:12]=[CH:11][CH:10]=1.[CH3:31][O:32][NH2:33].C([O-])(=O)C.[K+], predict the reaction product. The product is: [C:8]([S:16][C@H:17]1[CH2:21][CH2:20][N:19]([CH2:22][C:23](=[N:33][O:32][CH3:31])[C:25]2[CH:30]=[CH:29][CH:28]=[CH:27][CH:26]=2)[CH2:18]1)(=[O:15])[C:9]1[CH:14]=[CH:13][CH:12]=[CH:11][CH:10]=1.